From a dataset of Reaction yield outcomes from USPTO patents with 853,638 reactions. Predict the reaction yield, written as a fraction of the theoretical maximum amount of product (1.0 means a 100% yield; for example, 0.34 means a 34% yield). (1) The reactants are [CH3:1][O:2][C:3]([C:5]1[CH:14]=[C:13](OS(C(F)(F)F)(=O)=O)[C:12]2[C:7](=[C:8]([O:23][CH2:24][C:25]3[CH:30]=[CH:29][CH:28]=[CH:27][CH:26]=3)[CH:9]=[CH:10][CH:11]=2)[N:6]=1)=[O:4].C1(C#C)C=CC=CC=1.[C:39]([NH:46][CH2:47][C:48]#[CH:49])([O:41][C:42]([CH3:45])([CH3:44])[CH3:43])=[O:40]. No catalyst specified. The product is [CH3:1][O:2][C:3]([C:5]1[CH:14]=[C:13]([C:49]#[C:48][CH2:47][NH:46][C:39]([O:41][C:42]([CH3:45])([CH3:44])[CH3:43])=[O:40])[C:12]2[C:7](=[C:8]([O:23][CH2:24][C:25]3[CH:30]=[CH:29][CH:28]=[CH:27][CH:26]=3)[CH:9]=[CH:10][CH:11]=2)[N:6]=1)=[O:4]. The yield is 0.340. (2) The product is [CH:9]1([C:8]([C:5]2[CH:6]=[CH:7][C:2]([OH:1])=[CH:3][CH:4]=2)=[O:13])[CH2:11][CH2:10]1. The yield is 0.510. The reactants are [OH:1][C:2]1[CH:7]=[CH:6][C:5]([C:8](=[O:13])[CH2:9][CH2:10][CH2:11]Cl)=[CH:4][CH:3]=1.[OH-].[Na+]. The catalyst is O.CC(O)=O. (3) The reactants are F[C:2]1[CH:3]=[C:4]([CH:9]=[CH:10][C:11]=1[N+:12]([O-:14])=[O:13])[C:5]([O:7][CH3:8])=[O:6].[SH:15][CH2:16][CH2:17][C:18]([O:20][CH2:21][CH:22]([CH2:27][CH3:28])[CH2:23][CH2:24][CH2:25][CH3:26])=[O:19].C(=O)([O-])[O-].[K+].[K+]. The catalyst is CN(C=O)C.C(OCC)(=O)C. The product is [CH2:27]([CH:22]([CH2:23][CH2:24][CH2:25][CH3:26])[CH2:21][O:20][C:18](=[O:19])[CH2:17][CH2:16][S:15][C:2]1[CH:3]=[C:4]([CH:9]=[CH:10][C:11]=1[N+:12]([O-:14])=[O:13])[C:5]([O:7][CH3:8])=[O:6])[CH3:28]. The yield is 0.830. (4) The catalyst is C1COCC1.C(OCC)(=O)C. The product is [NH:53]([C:62]([O:64][C:65]([CH3:67])([CH3:66])[CH3:68])=[O:63])[C@H:54]([C:59]([NH:1][C@H:2]([C:27]([O:29][CH3:30])=[O:28])[CH2:3][CH2:4][CH2:5][NH:6][C:7](=[NH:26])[NH:8][S:9]([C:12]1[C:24]([CH3:25])=[C:23]2[C:17]([O:18][C:19]([CH2:22]2)([CH3:21])[CH3:20])=[C:15]([CH3:16])[C:13]=1[CH3:14])(=[O:11])=[O:10])=[O:60])[CH2:55][CH:56]([CH3:58])[CH3:57]. The reactants are [NH2:1][C@H:2]([C:27]([O:29][CH3:30])=[O:28])[CH2:3][CH2:4][CH2:5][NH:6][C:7](=[NH:26])[NH:8][S:9]([C:12]1[C:24]([CH3:25])=[C:23]2[C:17]([O:18][C:19]([CH2:22]2)([CH3:21])[CH3:20])=[C:15]([CH3:16])[C:13]=1[CH3:14])(=[O:11])=[O:10].C1C=CC2N(O)N=NC=2C=1.CCN=C=NCCCN(C)C.Cl.[NH:53]([C:62]([O:64][C:65]([CH3:68])([CH3:67])[CH3:66])=[O:63])[C@H:54]([C:59](O)=[O:60])[CH2:55][CH:56]([CH3:58])[CH3:57].O. The yield is 1.00. (5) The reactants are [CH2:1]([C:3]1[C:11](=O)[N:10]2[C:6]([NH:7][C:8]3[CH:16]=[CH:15][CH:14]=[CH:13][C:9]=32)=[C:5]([C:17]#[N:18])[C:4]=1[CH3:19])[CH3:2].P(Cl)(Cl)([Cl:22])=O. No catalyst specified. The product is [Cl:22][C:11]1[N:10]2[C:6](=[N:7][C:8]3[CH:16]=[CH:15][CH:14]=[CH:13][C:9]=32)[C:5]([C:17]#[N:18])=[C:4]([CH3:19])[C:3]=1[CH2:1][CH3:2]. The yield is 0.900. (6) The reactants are Cl[C:2]1[N:7]=[C:6]([CH2:8][N:9]2[C:17](=[O:18])[C:16]3[C:11](=[CH:12][CH:13]=[CH:14][CH:15]=3)[C:10]2=[O:19])[C:5]([C:20]([O:22][CH2:23][CH3:24])=[O:21])=[C:4]([NH:25][C:26]2[CH:27]=[C:28]([CH3:32])[CH:29]=[CH:30][CH:31]=2)[N:3]=1.[NH2:33][C@@H:34]1[CH2:39][CH2:38][CH2:37][CH2:36][C@@H:35]1[NH:40][C:41](=[O:47])[O:42][C:43]([CH3:46])([CH3:45])[CH3:44].CCN(CC)CC.C([O-])(O)=O.[Na+]. The catalyst is CC(N(C)C)=O. The product is [C:43]([O:42][C:41]([NH:40][C@H:35]1[CH2:36][CH2:37][CH2:38][CH2:39][C@H:34]1[NH:33][C:2]1[N:7]=[C:6]([CH2:8][N:9]2[C:17](=[O:18])[C:16]3[C:11](=[CH:12][CH:13]=[CH:14][CH:15]=3)[C:10]2=[O:19])[C:5]([C:20]([O:22][CH2:23][CH3:24])=[O:21])=[C:4]([NH:25][C:26]2[CH:27]=[C:28]([CH3:32])[CH:29]=[CH:30][CH:31]=2)[N:3]=1)=[O:47])([CH3:46])([CH3:44])[CH3:45]. The yield is 0.920.